Regression. Given two drug SMILES strings and cell line genomic features, predict the synergy score measuring deviation from expected non-interaction effect. From a dataset of NCI-60 drug combinations with 297,098 pairs across 59 cell lines. Drug 1: CC1=C(C(=CC=C1)Cl)NC(=O)C2=CN=C(S2)NC3=CC(=NC(=N3)C)N4CCN(CC4)CCO. Drug 2: C1C(C(OC1N2C=NC(=NC2=O)N)CO)O. Cell line: CCRF-CEM. Synergy scores: CSS=34.1, Synergy_ZIP=-0.720, Synergy_Bliss=-0.615, Synergy_Loewe=-3.62, Synergy_HSA=4.29.